This data is from Forward reaction prediction with 1.9M reactions from USPTO patents (1976-2016). The task is: Predict the product of the given reaction. (1) Given the reactants [I:1]([O-:5])(=[O:4])(=[O:3])=[O:2].[OH-:6].[Na+:7].[OH:8]O, predict the reaction product. The product is: [I:1]([O-:5])(=[O:4])(=[O:3])=[O:2].[OH-:6].[Na+:7].[OH:6][OH:8]. (2) Given the reactants CO[C:3]([C:5]1[S:6][C:7]([C:11]([CH3:14])([CH3:13])[CH3:12])=[CH:8][C:9]=1[NH2:10])=[O:4].[F:15][C:16]([F:21])([F:20])[C:17](N)=[NH:18], predict the reaction product. The product is: [C:11]([C:7]1[S:6][C:5]2[C:3]([OH:4])=[N:18][C:17]([C:16]([F:21])([F:20])[F:15])=[N:10][C:9]=2[CH:8]=1)([CH3:14])([CH3:13])[CH3:12]. (3) Given the reactants [F:1][C:2]1[C:10]([CH2:11][C:12]2[N:16]3[N:17]=[C:18]([C:21]4[CH:22]=[N:23][N:24]([CH2:26][CH2:27][O:28]C5CCCCO5)[CH:25]=4)[CH:19]=[CH:20][C:15]3=[N:14][CH:13]=2)=[C:9]([F:35])[CH:8]=[C:7]2[C:3]=1[CH:4]=[N:5][N:6]2[CH3:36].Cl.C([O-])(O)=O.[Na+], predict the reaction product. The product is: [F:1][C:2]1[C:10]([CH2:11][C:12]2[N:16]3[N:17]=[C:18]([C:21]4[CH:22]=[N:23][N:24]([CH2:26][CH2:27][OH:28])[CH:25]=4)[CH:19]=[CH:20][C:15]3=[N:14][CH:13]=2)=[C:9]([F:35])[CH:8]=[C:7]2[C:3]=1[CH:4]=[N:5][N:6]2[CH3:36]. (4) Given the reactants [F:1][C:2]1([F:30])[CH2:7][CH2:6][CH:5]([CH2:8][C:9]2[N:13]3[C:14]([CH3:27])=[CH:15][C:16]([C:18]([NH:20][CH:21]4[CH2:26][CH2:25][O:24][CH2:23][CH2:22]4)=[O:19])=[CH:17][C:12]3=[N:11][C:10]=2[CH2:28][OH:29])[CH2:4][CH2:3]1.CC(OI1(OC(C)=O)(OC(C)=O)OC(=O)C2C=CC=CC1=2)=O.C(=O)([O-])O.[Na+], predict the reaction product. The product is: [F:30][C:2]1([F:1])[CH2:7][CH2:6][CH:5]([CH2:8][C:9]2[N:13]3[C:14]([CH3:27])=[CH:15][C:16]([C:18]([NH:20][CH:21]4[CH2:26][CH2:25][O:24][CH2:23][CH2:22]4)=[O:19])=[CH:17][C:12]3=[N:11][C:10]=2[CH:28]=[O:29])[CH2:4][CH2:3]1. (5) Given the reactants [CH2:1]([O:3][C:4]([C:6]1[NH:7][C:8]2[C:13]([CH:14]=1)=[C:12]([CH3:15])[C:11]([O:16][C:17]1[CH:22]=[CH:21][C:20]([OH:23])=[C:19]([C:24](=[O:32])[C:25]3[CH:30]=[CH:29][C:28]([F:31])=[CH:27][CH:26]=3)[CH:18]=1)=[C:10]([CH3:33])[CH:9]=2)=[O:5])[CH3:2].[BH4-].[Na+], predict the reaction product. The product is: [CH2:1]([O:3][C:4]([C:6]1[NH:7][C:8]2[C:13]([CH:14]=1)=[C:12]([CH3:15])[C:11]([O:16][C:17]1[CH:22]=[CH:21][C:20]([OH:23])=[C:19]([CH:24]([C:25]3[CH:26]=[CH:27][C:28]([F:31])=[CH:29][CH:30]=3)[OH:32])[CH:18]=1)=[C:10]([CH3:33])[CH:9]=2)=[O:5])[CH3:2].